This data is from Forward reaction prediction with 1.9M reactions from USPTO patents (1976-2016). The task is: Predict the product of the given reaction. (1) Given the reactants [CH:1]1([CH2:4][N:5]2[C:9]3[CH:10]=[CH:11]C(C#N)=[CH:13][C:8]=3[N:7]=[C:6]2[CH2:16][C:17]2[CH:22]=[CH:21][C:20]([O:23][CH2:24][CH3:25])=[CH:19][N:18]=2)[CH2:3][CH2:2]1.[CH3:26][CH2:27][OH:28].[OH-:29].[K+].Cl, predict the reaction product. The product is: [CH:1]1([CH2:4][N:5]2[C:9]3[CH:10]=[CH:11][C:26]([C:27]([OH:29])=[O:28])=[CH:13][C:8]=3[N:7]=[C:6]2[CH2:16][C:17]2[CH:22]=[CH:21][C:20]([O:23][CH2:24][CH3:25])=[CH:19][N:18]=2)[CH2:3][CH2:2]1. (2) Given the reactants [CH3:1][O:2][C:3]1[CH:29]=[CH:28][C:6]([CH2:7][C:8]2[C:17]3[NH:18][C:19]4[CH:20]=[CH:21][CH:22]=[CH:23][C:24]=4[C:16]=3[C:15]3[C:14](=[O:25])[CH2:13][C:12]([CH3:27])([CH3:26])[CH2:11][C:10]=3[N:9]=2)=[CH:5][CH:4]=1.[BH4-].[Na+], predict the reaction product. The product is: [CH3:1][O:2][C:3]1[CH:29]=[CH:28][C:6]([CH2:7][C:8]2[C:17]3[NH:18][C:19]4[CH:20]=[CH:21][CH:22]=[CH:23][C:24]=4[C:16]=3[C:15]3[CH:14]([OH:25])[CH2:13][C:12]([CH3:26])([CH3:27])[CH2:11][C:10]=3[N:9]=2)=[CH:5][CH:4]=1. (3) Given the reactants [N+:1]([C:4]1[CH:12]=[C:8]([C:9](O)=[O:10])[C:7]([OH:13])=[CH:6][CH:5]=1)([O-:3])=[O:2].S(Cl)([Cl:16])=O.CN(C=O)C, predict the reaction product. The product is: [OH:13][C:7]1[CH:6]=[CH:5][C:4]([N+:1]([O-:3])=[O:2])=[CH:12][C:8]=1[C:9]([Cl:16])=[O:10]. (4) The product is: [S:3]1[CH:4]=[CH:5][N:6]=[C:2]1[NH:1][C:7](=[O:8])[O:9][C:10]([CH3:13])([CH3:12])[CH3:11]. Given the reactants [NH2:1][C:2]1[S:3][CH:4]=[CH:5][N:6]=1.[C:7](O[C:7]([O:9][C:10]([CH3:13])([CH3:12])[CH3:11])=[O:8])([O:9][C:10]([CH3:13])([CH3:12])[CH3:11])=[O:8], predict the reaction product. (5) Given the reactants [F:1][C:2]([F:14])([F:13])[CH2:3][O:4][P:5]([O-:12])[O:6][CH2:7][C:8]([F:11])([F:10])[F:9].[H-].[Na+].CN(P(N(C)C)(N(C)C)=O)C.Br[CH2:29][C:30]([N:32]([CH3:34])[CH3:33])=[O:31], predict the reaction product. The product is: [CH3:33][N:32]([CH3:34])[C:30](=[O:31])[CH2:29][P:5](=[O:12])([O:6][CH2:7][C:8]([F:11])([F:9])[F:10])[O:4][CH2:3][C:2]([F:1])([F:13])[F:14]. (6) Given the reactants [OH:1][C:2]1[CH:7]=[CH:6][CH:5]=[CH:4][C:3]=1[C:8]1[N:12]=[C:11]([C:13]2[CH:18]=[CH:17][CH:16]=[CH:15][C:14]=2[OH:19])[N:10]([C:20]2[CH:28]=[CH:27][C:23]([C:24]([OH:26])=[O:25])=[CH:22][CH:21]=2)[N:9]=1.S(=O)(=O)(O)O.[CH2:34](O)[CH3:35], predict the reaction product. The product is: [OH:1][C:2]1[CH:7]=[CH:6][CH:5]=[CH:4][C:3]=1[C:8]1[N:12]=[C:11]([C:13]2[CH:18]=[CH:17][CH:16]=[CH:15][C:14]=2[OH:19])[N:10]([C:20]2[CH:21]=[CH:22][C:23]([C:24]([O:26][CH2:34][CH3:35])=[O:25])=[CH:27][CH:28]=2)[N:9]=1. (7) Given the reactants [CH3:1][O:2][C:3]1[CH:4]=[C:5](N)[CH:6]=[C:7]([C:9]2[CH:13]=[CH:12][S:11][CH:10]=2)[CH:8]=1.Cl.N([O-])=O.[Na+].[I-:20].[K+], predict the reaction product. The product is: [I:20][C:5]1[CH:6]=[C:7]([C:9]2[CH:13]=[CH:12][S:11][CH:10]=2)[CH:8]=[C:3]([O:2][CH3:1])[CH:4]=1. (8) Given the reactants [Cl:1][C:2]1[CH:7]=[C:6]2[NH:8][C:9](=[O:41])[C@@:10]3([C@H:14]([CH2:15][C:16]([C:19]#[N:20])([CH3:18])[CH3:17])[NH:13][C@@H:12]([C:21]([NH:23][C:24]4[S:28][C:27]([C:29]([O:31]C)=[O:30])=[CH:26][CH:25]=4)=[O:22])[C@@H:11]3[C:33]3[CH:38]=[CH:37][CH:36]=[C:35]([Cl:39])[C:34]=3[F:40])[C:5]2=[CH:4][CH:3]=1.[OH-].[Na+], predict the reaction product. The product is: [Cl:1][C:2]1[CH:7]=[C:6]2[NH:8][C:9](=[O:41])[C@@:10]3([C@H:14]([CH2:15][C:16]([C:19]#[N:20])([CH3:18])[CH3:17])[NH:13][C@@H:12]([C:21]([NH:23][C:24]4[S:28][C:27]([C:29]([OH:31])=[O:30])=[CH:26][CH:25]=4)=[O:22])[C@@H:11]3[C:33]3[CH:38]=[CH:37][CH:36]=[C:35]([Cl:39])[C:34]=3[F:40])[C:5]2=[CH:4][CH:3]=1. (9) The product is: [NH2:19][C:20]1[N:21]=[C:22]([NH:31][C:32]2[CH:33]=[C:34]3[C:38](=[C:39]([C:41]4[S:45][C:44]5[CH:46]=[CH:47][CH:48]=[CH:49][C:43]=5[CH:42]=4)[CH:40]=2)[NH:37][N:36]=[CH:35]3)[C:23]2[C:28]([C:29]([NH2:30])=[O:2])=[CH:27][NH:26][C:24]=2[N:25]=1. Given the reactants C([O-])([O-])=[O:2].C([O-])([O-])=O.OO.OO.OO.[Na+].[Na+].[Na+].[Na+].[NH2:19][C:20]1[N:21]=[C:22]([NH:31][C:32]2[CH:33]=[C:34]3[C:38](=[C:39]([C:41]4[S:45][C:44]5[CH:46]=[CH:47][CH:48]=[CH:49][C:43]=5[CH:42]=4)[CH:40]=2)[NH:37][N:36]=[CH:35]3)[C:23]2[C:28]([C:29]#[N:30])=[CH:27][NH:26][C:24]=2[N:25]=1.NC1N=C2N=CN(C#N)C(Cl)=C2C=1.O=P(Cl)(Cl)Cl.Cl, predict the reaction product. (10) The product is: [Cl:38][C:16]1[C:14]2[N:15]=[C:10]([NH:9][C:6]3[CH:7]=[CH:8][C:3]([C:1]#[N:2])=[CH:4][CH:5]=3)[N:11]=[C:12]([O:20][C:21]3[C:22]([CH3:30])=[CH:23][C:24]([C:25]#[N:26])=[CH:27][C:28]=3[CH3:29])[C:13]=2[N:18]([CH3:19])[CH:17]=1. Given the reactants [C:1]([C:3]1[CH:8]=[CH:7][C:6]([NH:9][C:10]2[N:11]=[C:12]([O:20][C:21]3[C:28]([CH3:29])=[CH:27][C:24]([C:25]#[N:26])=[CH:23][C:22]=3[CH3:30])[C:13]3[N:18]([CH3:19])[CH:17]=[CH:16][C:14]=3[N:15]=2)=[CH:5][CH:4]=1)#[N:2].C1C(=O)N([Cl:38])C(=O)C1, predict the reaction product.